This data is from Retrosynthesis with 50K atom-mapped reactions and 10 reaction types from USPTO. The task is: Predict the reactants needed to synthesize the given product. (1) Given the product CC(C)c1noc(N2CCC(=O)CC2)n1, predict the reactants needed to synthesize it. The reactants are: CC(C)c1noc(N2CCC(O)CC2)n1. (2) Given the product CC(C)(NC(=O)Nc1cccc2cnccc12)c1ccc(Cl)cc1, predict the reactants needed to synthesize it. The reactants are: CC(C)(N=C=O)c1ccc(Cl)cc1.Nc1cccc2cnccc12. (3) Given the product O=C1CC(=O)N(c2ccc(NC(=O)c3c(Br)ccc4c3OCO4)cc2)c2ccc3ccccc3c2N1, predict the reactants needed to synthesize it. The reactants are: Nc1ccc(N2C(=O)CC(=O)Nc3c2ccc2ccccc32)cc1.O=C(Cl)c1c(Br)ccc2c1OCO2. (4) Given the product Cc1ccc(C(=O)NC2CC2)cc1-n1ccc2ccc(OCCN(C)C)cc2c1=O, predict the reactants needed to synthesize it. The reactants are: CN(C)CCCl.Cc1ccc(C(=O)NC2CC2)cc1-n1ccc2ccc(O)cc2c1=O. (5) Given the product CC(C)CNc1cc(NC(=O)OC(C)(C)C)c([N+](=O)[O-])cc1Cl, predict the reactants needed to synthesize it. The reactants are: CC(C)(C)OC(=O)Nc1cc(Cl)c(Cl)cc1[N+](=O)[O-].CC(C)CN. (6) Given the product Cc1nc2ccc(-n3ccc(OCc4ccc(F)cc4)cc3=O)cc2n1C, predict the reactants needed to synthesize it. The reactants are: Cc1nc2ccc(Br)cc2n1C.O=c1cc(OCc2ccc(F)cc2)cc[nH]1. (7) The reactants are: CCc1[nH]c(C(=O)N[C@H]2CCNC[C@H]2OC)nc1Cl.COC(=O)c1ccc(F)nc1. Given the product CCc1[nH]c(C(=O)N[C@H]2CCN(c3ccc(C(=O)OC)cn3)C[C@H]2OC)nc1Cl, predict the reactants needed to synthesize it. (8) Given the product C[C@H](CO)OC[C@H](Oc1ncnc2c1cnn2-c1ncccc1Cl)C(=O)Nc1ccc(C#N)cn1, predict the reactants needed to synthesize it. The reactants are: C[C@H](CO[Si](C)(C)C(C)(C)C)OC[C@H](Oc1ncnc2c1cnn2-c1ncccc1Cl)C(=O)Nc1ccc(C#N)cn1.